The task is: Predict the reaction yield, written as a fraction of the theoretical maximum amount of product (1.0 means a 100% yield; for example, 0.34 means a 34% yield).. This data is from Reaction yield outcomes from USPTO patents with 853,638 reactions. (1) The reactants are [Br:1][C:2]1[CH:3]=[C:4]([C:8](=O)[CH2:9][CH2:10][C:11]([F:14])([F:13])[F:12])[CH:5]=[CH:6][CH:7]=1.O.NN.[OH-].[K+]. The catalyst is COCCOCCOC. The product is [Br:1][C:2]1[CH:7]=[CH:6][CH:5]=[C:4]([CH2:8][CH2:9][CH2:10][C:11]([F:12])([F:13])[F:14])[CH:3]=1. The yield is 0.880. (2) The reactants are [CH2:1]([N:8]([C:10]1([C:13]2[CH:18]=[CH:17][C:16]([C:19]#[CH:20])=[CH:15][CH:14]=2)[CH2:12][CH2:11]1)[CH3:9])[C:2]1[CH:7]=[CH:6][CH:5]=[CH:4][CH:3]=1.[CH2:21]([O:23][C:24](=[O:32])[C:25]1[CH:30]=[CH:29][C:28](I)=[CH:27][CH:26]=1)[CH3:22]. The catalyst is C(N(CC)CC)C.[Cu]I.Cl[Pd](Cl)([P](C1C=CC=CC=1)(C1C=CC=CC=1)C1C=CC=CC=1)[P](C1C=CC=CC=1)(C1C=CC=CC=1)C1C=CC=CC=1. The product is [CH2:1]([N:8]([CH3:9])[C:10]1([C:13]2[CH:14]=[CH:15][C:16]([C:19]#[C:20][C:28]3[CH:29]=[CH:30][C:25]([C:24]([O:23][CH2:21][CH3:22])=[O:32])=[CH:26][CH:27]=3)=[CH:17][CH:18]=2)[CH2:12][CH2:11]1)[C:2]1[CH:3]=[CH:4][CH:5]=[CH:6][CH:7]=1. The yield is 0.750. (3) The reactants are [CH3:1][C:2]1[CH:7]=[C:6]([C:8]2[CH:9]=[CH:10][C:11]3[N:17]4[CH2:18][C@H:14]([CH2:15][CH2:16]4)[NH:13][C:12]=3[N:19]=2)[CH:5]=[CH:4][N:3]=1.ClC(Cl)(O[C:24](=[O:30])OC(Cl)(Cl)Cl)Cl.C(N(CC)CC)C.[NH:39]1[C:43]2=[CH:44][N:45]=[C:46]([NH2:48])[CH:47]=[C:42]2[CH:41]=[N:40]1. The catalyst is C1COCC1.C(OCC)(=O)C. The product is [CH3:1][C:2]1[CH:7]=[C:6]([C:8]2[CH:9]=[CH:10][C:11]3[N:17]4[CH2:18][C@H:14]([CH2:15][CH2:16]4)[N:13]([C:24]([NH:48][C:46]4[CH:47]=[C:42]5[CH:41]=[N:40][NH:39][C:43]5=[CH:44][N:45]=4)=[O:30])[C:12]=3[N:19]=2)[CH:5]=[CH:4][N:3]=1. The yield is 0.643. (4) The yield is 0.980. The product is [Cl:30][C:6]1[C:5]2[C:10](=[CH:11][C:12]([O:13][CH2:14][CH:15]3[CH2:20][CH2:19][N:18]([CH3:21])[CH2:17][CH2:16]3)=[C:3]([O:2][CH3:1])[CH:4]=2)[N:9]=[CH:8][N:7]=1. The reactants are [CH3:1][O:2][C:3]1[CH:4]=[C:5]2[C:10](=[CH:11][C:12]=1[O:13][CH2:14][CH:15]1[CH2:20][CH2:19][N:18]([CH3:21])[CH2:17][CH2:16]1)[N:9]=[CH:8][NH:7][C:6]2=O.CN(C=O)C.S(Cl)([Cl:30])=O. No catalyst specified.